This data is from Full USPTO retrosynthesis dataset with 1.9M reactions from patents (1976-2016). The task is: Predict the reactants needed to synthesize the given product. (1) Given the product [NH2:8][C@@H:9]([C@H:10]([CH3:13])[CH2:11][CH3:12])[C:14]([N:16]1[CH2:20][C:19]([F:21])([F:22])[C:18]([F:24])([F:23])[CH2:17]1)=[O:15], predict the reactants needed to synthesize it. The reactants are: Cl.C(OC(=O)[NH:8][C@H:9]([C:14]([N:16]1[CH2:20][C:19]([F:22])([F:21])[C:18]([F:24])([F:23])[CH2:17]1)=[O:15])[C@@H:10]([CH3:13])[CH2:11][CH3:12])(C)(C)C. (2) Given the product [CH3:19][O:20][C:21]1[CH:26]=[CH:25][C:24]([CH2:27][NH:28][C:2]2[C:11]3[C:6](=[CH:7][CH:8]=[CH:9][C:10]=3[CH3:12])[N:5]=[C:4]([CH3:13])[C:3]=2[C:14]([O:16][CH2:17][CH3:18])=[O:15])=[CH:23][CH:22]=1, predict the reactants needed to synthesize it. The reactants are: Cl[C:2]1[C:11]2[C:6](=[CH:7][CH:8]=[CH:9][C:10]=2[CH3:12])[N:5]=[C:4]([CH3:13])[C:3]=1[C:14]([O:16][CH2:17][CH3:18])=[O:15].[CH3:19][O:20][C:21]1[CH:26]=[CH:25][C:24]([CH2:27][NH2:28])=[CH:23][CH:22]=1. (3) Given the product [Cl:49][C:50]1[CH:63]=[CH:62][C:53]2[NH:54][C:55]([C@@H:57]([NH:61][C:5](=[O:7])[C:4]3[CH:8]=[CH:9][C:10]([C:11]([N:13]4[CH2:17][CH:16]=[CH:15][CH2:14]4)=[O:12])=[C:2]([CH3:1])[CH:3]=3)[CH:58]([CH3:60])[CH3:59])=[N:56][C:52]=2[CH:51]=1, predict the reactants needed to synthesize it. The reactants are: [CH3:1][C:2]1[CH:3]=[C:4]([CH:8]=[CH:9][C:10]=1[C:11]([N:13]1[CH2:17][CH:16]=[CH:15][CH2:14]1)=[O:12])[C:5]([OH:7])=O.CN(C(ON1N=NC2C=CC=CC1=2)=[N+](C)C)C.[B-](F)(F)(F)F.C(N(C(C)C)CC)(C)C.[Cl:49][C:50]1[CH:63]=[CH:62][C:53]2[NH:54][C:55]([C@@H:57]([NH2:61])[CH:58]([CH3:60])[CH3:59])=[N:56][C:52]=2[CH:51]=1.ClCl.